Dataset: Reaction yield outcomes from USPTO patents with 853,638 reactions. Task: Predict the reaction yield, written as a fraction of the theoretical maximum amount of product (1.0 means a 100% yield; for example, 0.34 means a 34% yield). (1) The reactants are Br[C:2]1[CH:3]=[C:4]([NH:10][C:11]2[CH:16]=[CH:15][C:14]([CH:17]3[CH2:22][CH2:21][N:20]([CH3:23])[CH2:19][CH2:18]3)=[CH:13][N:12]=2)[C:5](=[O:9])[N:6]([CH3:8])[CH:7]=1.[C:24]([O:27][CH2:28][C:29]1[C:30]([N:44]2[CH2:56][CH2:55][N:47]3[C:48]4[CH2:49][CH2:50][CH2:51][CH2:52][C:53]=4[CH:54]=[C:46]3[C:45]2=[O:57])=[N:31][CH:32]=[CH:33][C:34]=1B1OC(C)(C)C(C)(C)O1)(=[O:26])[CH3:25].[O-]P([O-])([O-])=O.[K+].[K+].[K+].O.O.O.[C:69]([O-])(=O)C.[Na+]. The catalyst is C1C=CC(P(C2C=CC=CC=2)[C-]2C=CC=C2)=CC=1.C1C=CC(P(C2C=CC=CC=2)[C-]2C=CC=C2)=CC=1.Cl[Pd]Cl.[Fe+2].C(#N)C.O. The product is [C:24]([O:27][CH2:28][C:29]1[C:30]([N:44]2[CH2:56][CH2:55][N:47]3[C:48]4[CH2:49][CH2:50][CH2:51][CH2:52][C:53]=4[CH:54]=[C:46]3[C:45]2=[O:57])=[N:31][CH:32]=[CH:33][C:34]=1[C:2]1[CH:3]=[C:4]([NH:10][C:11]2[CH:16]=[CH:15][C:14]([CH:17]3[CH2:22][CH2:21][N:20]([CH3:23])[CH2:19][CH2:18]3)=[CH:13][N:12]=2)[C:5](=[O:9])[N:6]([CH2:8][CH3:69])[CH:7]=1)(=[O:26])[CH3:25]. The yield is 0.550. (2) The reactants are [C:1](=[O:12])(OC(Cl)(Cl)Cl)OC(Cl)(Cl)Cl.[NH2:13][C:14]1[CH:15]=[C:16]([CH:33]=[CH:34][C:35]=1[F:36])[O:17][C:18]1[N:23]=[C:22]2[S:24][C:25]([NH:27][C:28]([CH:30]3[CH2:32][CH2:31]3)=[O:29])=[N:26][C:21]2=[CH:20][CH:19]=1.C(N(CC)CC)C.[F:44][C:45]([F:55])([F:54])[C:46]1[CH:51]=[CH:50][CH:49]=[CH:48][C:47]=1[CH2:52][NH2:53]. The catalyst is O1CCCC1.C(OCC)(=O)C. The product is [F:36][C:35]1[CH:34]=[CH:33][C:16]([O:17][C:18]2[N:23]=[C:22]3[S:24][C:25]([NH:27][C:28]([CH:30]4[CH2:32][CH2:31]4)=[O:29])=[N:26][C:21]3=[CH:20][CH:19]=2)=[CH:15][C:14]=1[NH:13][C:1](=[O:12])[NH:53][CH2:52][C:47]1[CH:48]=[CH:49][CH:50]=[CH:51][C:46]=1[C:45]([F:44])([F:54])[F:55]. The yield is 0.390. (3) The reactants are [C:1]([C:3]1[CH:4]=[C:5]([CH:9]=[CH:10][CH:11]=1)[C:6]([OH:8])=[O:7])#[N:2].[CH3:12][Si](C=[N+]=[N-])(C)C.C(O)(=O)C. The catalyst is C(Cl)Cl.CO. The product is [CH3:12][O:7][C:6](=[O:8])[C:5]1[CH:9]=[CH:10][CH:11]=[C:3]([C:1]#[N:2])[CH:4]=1. The yield is 0.620. (4) The reactants are OCC(C)(C)CCCCC(CCCCC(C)(C)CO)C(O)=O.C[Li].Cl.[OH:26][C:27]([CH:30]([CH2:40][CH2:41][CH2:42][CH2:43][C:44]([CH3:48])([CH3:47])[CH2:45][OH:46])[CH2:31][CH2:32][CH2:33][CH2:34][C:35]([CH3:39])([CH3:38])[CH2:36][OH:37])(C)[CH3:28]. The catalyst is C1COCC1.C(OCC)(=O)C. The product is [OH:46][CH2:45][C:44]([CH3:48])([CH3:47])[CH2:43][CH2:42][CH2:41][CH2:40][CH:30]([CH2:31][CH2:32][CH2:33][CH2:34][C:35]([CH3:39])([CH3:38])[CH2:36][OH:37])[C:27](=[O:26])[CH3:28]. The yield is 0.410. (5) The reactants are [CH:1]1([N:7]2[C:12]([OH:13])=[C:11]([C:14]([NH:16][CH2:17][C:18]([O:20]CC)=[O:19])=[O:15])[C:10](=[O:23])[NH:9][C:8]2=[O:24])[CH2:6][CH2:5][CH2:4][CH2:3][CH2:2]1.C(=O)([O-])[O-].[K+].[K+].[Cl:31][C:32]1[CH:39]=[CH:38][CH:37]=[C:36]([Cl:40])[C:33]=1[CH2:34]Br.Cl. The catalyst is CC(N(C)C)=O. The product is [CH:1]1([N:7]2[C:12]([OH:13])=[C:11]([C:14]([NH:16][CH2:17][C:18]([OH:20])=[O:19])=[O:15])[C:10](=[O:23])[N:9]([CH2:34][C:33]3[C:32]([Cl:31])=[CH:39][CH:38]=[CH:37][C:36]=3[Cl:40])[C:8]2=[O:24])[CH2:2][CH2:3][CH2:4][CH2:5][CH2:6]1. The yield is 0.320. (6) The reactants are [H-].[Na+].[Br:3][C:4]1[CH:5]=[CH:6][C:7]2[C:8]3[CH2:16][N:15]([C:17]([O:19][C:20]([CH3:23])([CH3:22])[CH3:21])=[O:18])[CH2:14][CH2:13][C:9]=3[NH:10][C:11]=2[CH:12]=1.[CH3:24]I. The catalyst is CN(C=O)C. The product is [Br:3][C:4]1[CH:5]=[CH:6][C:7]2[C:8]3[CH2:16][N:15]([C:17]([O:19][C:20]([CH3:23])([CH3:22])[CH3:21])=[O:18])[CH2:14][CH2:13][C:9]=3[N:10]([CH3:24])[C:11]=2[CH:12]=1. The yield is 0.910.